From a dataset of Full USPTO retrosynthesis dataset with 1.9M reactions from patents (1976-2016). Predict the reactants needed to synthesize the given product. (1) Given the product [NH2:1][C:2]1[C:7]([C:8]#[N:9])=[C:6]([NH:10][C@H:11]([C:13]2[N:17]([CH3:18])[C:16]3[C:19]([C:29]4[CH:28]=[N:27][N:26]([CH3:25])[CH:30]=4)=[C:20]([F:23])[CH:21]=[CH:22][C:15]=3[N:14]=2)[CH3:12])[N:5]=[CH:4][N:3]=1, predict the reactants needed to synthesize it. The reactants are: [NH2:1][C:2]1[C:7]([C:8]#[N:9])=[C:6]([NH:10][C@H:11]([C:13]2[N:17]([CH3:18])[C:16]3[C:19](Br)=[C:20]([F:23])[CH:21]=[CH:22][C:15]=3[N:14]=2)[CH3:12])[N:5]=[CH:4][N:3]=1.[CH3:25][N:26]1[CH:30]=[C:29](B2OC(C)(C)C(C)(C)O2)[CH:28]=[N:27]1.C(=O)([O-])[O-].[Cs+].[Cs+]. (2) Given the product [N:11]1([C:8]2[CH:7]=[C:3]3[C:2](=[CH:10][CH:9]=2)[NH:1][C:17](=[O:18])[NH:6][C:4]3=[O:5])[CH2:16][CH2:15][CH2:14][CH2:13][CH2:12]1, predict the reactants needed to synthesize it. The reactants are: [NH2:1][C:2]1[CH:10]=[CH:9][C:8]([N:11]2[CH2:16][CH2:15][CH2:14][CH2:13][CH2:12]2)=[CH:7][C:3]=1[C:4]([NH2:6])=[O:5].[C:17](Cl)(Cl)=[O:18]. (3) Given the product [Cl:23][C:22]1[C:17]([NH:16][C:10]2[C:9]3[C:14](=[CH:15][C:6]([O:5][CH2:4][CH2:3][CH2:2][N:34]4[CH2:39][CH2:38][CH2:37][CH2:36][CH2:35]4)=[CH:7][C:8]=3[O:27][CH:28]3[CH2:33][CH2:32][O:31][CH2:30][CH2:29]3)[N:13]=[CH:12][N:11]=2)=[C:18]2[O:26][CH2:25][O:24][C:19]2=[CH:20][CH:21]=1, predict the reactants needed to synthesize it. The reactants are: Br[CH2:2][CH2:3][CH2:4][O:5][C:6]1[CH:15]=[C:14]2[C:9]([C:10]([NH:16][C:17]3[C:22]([Cl:23])=[CH:21][CH:20]=[C:19]4[O:24][CH2:25][O:26][C:18]=34)=[N:11][CH:12]=[N:13]2)=[C:8]([O:27][CH:28]2[CH2:33][CH2:32][O:31][CH2:30][CH2:29]2)[CH:7]=1.[NH:34]1[CH2:39][CH2:38][CH2:37][CH2:36][CH2:35]1.C(=O)([O-])[O-].[K+].[K+]. (4) Given the product [Cl:1][C:2]1[N:7]=[C:6]([C:8]2([C:13]([N:29]=[N+:30]=[N-:31])=[O:15])[CH2:12][CH2:11][CH2:10][CH2:9]2)[CH:5]=[CH:4][CH:3]=1, predict the reactants needed to synthesize it. The reactants are: [Cl:1][C:2]1[N:7]=[C:6]([C:8]2([C:13]([OH:15])=O)[CH2:12][CH2:11][CH2:10][CH2:9]2)[CH:5]=[CH:4][CH:3]=1.C(N(CC)CC)C.ClC(OCC)=O.[N-:29]=[N+:30]=[N-:31].[Na+]. (5) The reactants are: [CH2:1]([CH:19]1[CH2:24][C:23](=[O:25])[O:22][C:20]1=O)[CH2:2][CH2:3][CH2:4][CH2:5][CH2:6][CH2:7][CH2:8][CH2:9][CH2:10][CH2:11][CH2:12][CH2:13][CH2:14][CH2:15][CH2:16][CH2:17][CH3:18].[CH2:26]([CH2:28][NH2:29])[OH:27]. Given the product [OH:27][CH2:26][CH2:28][N:29]1[C:23](=[O:25])[CH2:24][CH:19]([CH2:1][CH2:2][CH2:3][CH2:4][CH2:5][CH2:6][CH2:7][CH2:8][CH2:9][CH2:10][CH2:11][CH2:12][CH2:13][CH2:14][CH2:15][CH2:16][CH2:17][CH3:18])[C:20]1=[O:22], predict the reactants needed to synthesize it. (6) Given the product [F:1][C:2]([C:12]([F:13])([F:14])[F:15])([C:8]([F:9])([F:11])[F:10])[CH:3]=[CH:4][CH2:5][OH:6], predict the reactants needed to synthesize it. The reactants are: [F:1][C:2]([C:12]([F:15])([F:14])[F:13])([C:8]([F:11])([F:10])[F:9])[CH:3]=[C:4](I)[CH2:5][OH:6].CC(N=NC(C#N)(C)C)(C#N)C.C([SnH](CCCC)CCCC)CCC. (7) Given the product [Cl:14][C:15]1[CH:20]=[CH:19][C:18]([C:21]2[C:22]([NH:30][C:4](=[O:5])[CH2:3][C:2]([CH3:7])([C:8]3[CH:13]=[CH:12][CH:11]=[CH:10][CH:9]=3)[CH3:1])=[N:23][N:24]3[CH:29]=[CH:28][CH:27]=[N:26][C:25]=23)=[CH:17][CH:16]=1, predict the reactants needed to synthesize it. The reactants are: [CH3:1][C:2]([C:8]1[CH:13]=[CH:12][CH:11]=[CH:10][CH:9]=1)([CH3:7])[CH2:3][C:4](Cl)=[O:5].[Cl:14][C:15]1[CH:20]=[CH:19][C:18]([C:21]2[C:22]([NH2:30])=[N:23][N:24]3[CH:29]=[CH:28][CH:27]=[N:26][C:25]=23)=[CH:17][CH:16]=1.